The task is: Predict the reaction yield, written as a fraction of the theoretical maximum amount of product (1.0 means a 100% yield; for example, 0.34 means a 34% yield).. This data is from Reaction yield outcomes from USPTO patents with 853,638 reactions. The reactants are F[C:2]1[C:3]([CH3:22])=[N:4][C:5]2[C:10]([N:11]=1)=[C:9]([C:12]1[NH:20][C:19]3[CH2:18][CH2:17][NH:16][C:15](=[O:21])[C:14]=3[CH:13]=1)[CH:8]=[CH:7][CH:6]=2.[CH2:23]([NH2:26])[CH2:24][CH3:25]. No catalyst specified. The product is [CH3:22][C:3]1[C:2]([NH:26][CH2:23][CH2:24][CH3:25])=[N:11][C:10]2[C:5](=[CH:6][CH:7]=[CH:8][C:9]=2[C:12]2[NH:20][C:19]3[CH2:18][CH2:17][NH:16][C:15](=[O:21])[C:14]=3[CH:13]=2)[N:4]=1. The yield is 0.570.